This data is from Full USPTO retrosynthesis dataset with 1.9M reactions from patents (1976-2016). The task is: Predict the reactants needed to synthesize the given product. (1) Given the product [CH3:4][O:5][C:6]1[N:11]=[CH:10][C:9]([C:12]2[N:16]([C:17]3[CH:18]=[N:19][CH:20]=[CH:21][CH:22]=3)[N:15]=[C:14]([C:23]([OH:25])=[O:24])[CH:13]=2)=[CH:8][CH:7]=1, predict the reactants needed to synthesize it. The reactants are: O.[OH-].[Li+].[CH3:4][O:5][C:6]1[N:11]=[CH:10][C:9]([C:12]2[N:16]([C:17]3[CH:18]=[N:19][CH:20]=[CH:21][CH:22]=3)[N:15]=[C:14]([C:23]([O:25]C)=[O:24])[CH:13]=2)=[CH:8][CH:7]=1.O. (2) The reactants are: [Cl:1][C:2]1[N:7]=[C:6](Cl)[CH:5]=[CH:4][N:3]=1.[CH2:9]([O:11][C:12]1[CH:13]=[C:14](B(O)O)[CH:15]=[CH:16][CH:17]=1)[CH3:10]. Given the product [CH2:9]([O:11][C:12]1[CH:13]=[CH:14][C:15]([C:6]2[CH:5]=[CH:4][N:3]=[C:2]([Cl:1])[N:7]=2)=[CH:16][CH:17]=1)[CH3:10], predict the reactants needed to synthesize it. (3) The reactants are: [C:1]([C@@H:3]1[CH2:7][S:6][C@H:5]2[CH2:8][C@@H:9]([NH:12]C(=O)OC(C)(C)C)[C:10](=[O:11])[N:4]12)#[N:2].[F:20][C:21]([F:26])([F:25])[C:22]([OH:24])=[O:23]. Given the product [F:20][C:21]([F:26])([F:25])[C:22]([OH:24])=[O:23].[NH2:12][CH:9]1[C:10](=[O:11])[N:4]2[CH:5]([S:6][CH2:7][CH:3]2[C:1]#[N:2])[CH2:8]1, predict the reactants needed to synthesize it. (4) Given the product [CH2:1]([C:3]1[C:4]([C:23]([C:25]2[NH:29][C:28]3[CH:38]=[CH:39][C:40]([C:42]#[N:43])=[CH:41][C:27]=3[N:26]=2)=[CH2:24])=[C:5]2[C:9](=[C:10]([CH3:12])[CH:11]=1)[N:8]([S:13]([C:16]1[CH:22]=[CH:21][C:19]([CH3:20])=[CH:18][CH:17]=1)(=[O:15])=[O:14])[CH:7]=[CH:6]2)[CH3:2], predict the reactants needed to synthesize it. The reactants are: [CH2:1]([C:3]1[C:4]([C:23]([C:25]2[N:29](COCC[Si](C)(C)C)[C:28]3[CH:38]=[CH:39][C:40]([C:42]#[N:43])=[CH:41][C:27]=3[N:26]=2)=[CH2:24])=[C:5]2[C:9](=[C:10]([CH3:12])[CH:11]=1)[N:8]([S:13]([C:16]1[CH:22]=[CH:21][C:19]([CH3:20])=[CH:18][CH:17]=1)(=[O:15])=[O:14])[CH:7]=[CH:6]2)[CH3:2].C(C1C(C(C2N(COCC[Si](C)(C)C)C3C=C(C#N)C=CC=3N=2)=C)=C2C(=C(C)C=1)N(S(C1C=CC(C)=CC=1)(=O)=O)C=C2)C. (5) Given the product [S:15]1[CH:19]=[CH:18][CH:17]=[C:16]1[CH:20]=[N:6][C:5]1[CH:7]=[CH:8][C:9]([C:10]2[O:14][CH:13]=[N:12][CH:11]=2)=[C:3]([O:2][CH3:1])[CH:4]=1, predict the reactants needed to synthesize it. The reactants are: [CH3:1][O:2][C:3]1[CH:4]=[C:5]([CH:7]=[CH:8][C:9]=1[C:10]1[O:14][CH:13]=[N:12][CH:11]=1)[NH2:6].[S:15]1[CH:19]=[CH:18][CH:17]=[C:16]1[CH:20]=O. (6) Given the product [F:28][C:25]1[CH:26]=[CH:27][C:22]([C@H:20]([NH:21][C:30](=[S:31])[NH:29][CH2:32][C:33]([O:35][CH2:36][CH3:37])=[O:34])[CH2:19][O:18][Si:1]([C:8]2[CH:13]=[CH:12][CH:11]=[CH:10][CH:9]=2)([C:2]2[CH:3]=[CH:4][CH:5]=[CH:6][CH:7]=2)[C:14]([CH3:17])([CH3:16])[CH3:15])=[CH:23][CH:24]=1, predict the reactants needed to synthesize it. The reactants are: [Si:1]([O:18][CH2:19][C@H:20]([C:22]1[CH:27]=[CH:26][C:25]([F:28])=[CH:24][CH:23]=1)[NH2:21])([C:14]([CH3:17])([CH3:16])[CH3:15])([C:8]1[CH:13]=[CH:12][CH:11]=[CH:10][CH:9]=1)[C:2]1[CH:7]=[CH:6][CH:5]=[CH:4][CH:3]=1.[N:29]([CH2:32][C:33]([O:35][CH2:36][CH3:37])=[O:34])=[C:30]=[S:31].C(N(CC)CC)C.